From a dataset of Forward reaction prediction with 1.9M reactions from USPTO patents (1976-2016). Predict the product of the given reaction. (1) Given the reactants [F:1][C:2]1[CH:3]=[C:4]([N:9]2[C:16](=[S:17])[N:15]([C:18]3[CH:19]=[C:20]([C:26]([F:29])([F:28])[F:27])[C:21]([C:24]#[N:25])=[N:22][CH:23]=3)[C:14](=[O:30])[C:10]32[CH2:13][CH2:12][CH2:11]3)[CH:5]=[CH:6][C:7]=1[OH:8].CI.[C:33](=O)([O-])[O-].[K+].[K+], predict the reaction product. The product is: [F:1][C:2]1[CH:3]=[C:4]([N:9]2[C:16](=[S:17])[N:15]([C:18]3[CH:19]=[C:20]([C:26]([F:29])([F:27])[F:28])[C:21]([C:24]#[N:25])=[N:22][CH:23]=3)[C:14](=[O:30])[C:10]32[CH2:11][CH2:12][CH2:13]3)[CH:5]=[CH:6][C:7]=1[O:8][CH3:33]. (2) Given the reactants [CH2:1]1[O:3][CH2:2]1.[CH3:4][O:5][C:6]([C:8]1[CH:9]=[C:10]([CH3:27])[C:11]2[O:17][C:16]3[C:18]([Cl:23])=[CH:19][C:20]([NH2:22])=[CH:21][C:15]=3[CH2:14][S:13](=[O:25])(=[O:24])[C:12]=2[CH:26]=1)=[O:7].C(=O)(O)[O-].[Na+].[C:33](O)(=[O:35])[CH3:34], predict the reaction product. The product is: [CH3:4][O:5][C:6]([C:8]1[CH:9]=[C:10]([CH3:27])[C:11]2[O:17][C:16]3[C:18]([Cl:23])=[CH:19][C:20]([N:22]([CH2:2][CH2:1][OH:3])[CH2:34][CH2:33][OH:35])=[CH:21][C:15]=3[CH2:14][S:13](=[O:25])(=[O:24])[C:12]=2[CH:26]=1)=[O:7]. (3) Given the reactants Cl[CH2:2][C:3]1[C:8]([CH3:9])=[CH:7][CH:6]=[CH:5][C:4]=1[CH3:10].[NH2:11][NH:12][C:13](=[O:16])[O:14][CH3:15].C([O-])([O-])=O.[K+].[K+], predict the reaction product. The product is: [CH3:10][C:4]1[CH:5]=[CH:6][CH:7]=[C:8]([CH3:9])[C:3]=1[CH2:2][NH:11][NH:12][C:13](=[O:16])[O:14][CH3:15]. (4) Given the reactants [F:1][C:2]([F:27])([F:26])[C:3]([NH:5][C:6]([CH3:25])([CH3:24])[CH2:7][C:8]1[CH:13]=[CH:12][C:11]([S:14]([C:17]2[CH:22]=[CH:21][C:20]([OH:23])=[CH:19][CH:18]=2)(=[O:16])=[O:15])=[CH:10][CH:9]=1)=[O:4].C(=O)([O-])[O-].[K+].[K+].Br[CH2:35][C:36]([O:38][CH2:39][CH3:40])=[O:37].C(=O)([O-])O.[Na+], predict the reaction product. The product is: [CH3:24][C:6]([NH:5][C:3](=[O:4])[C:2]([F:1])([F:26])[F:27])([CH3:25])[CH2:7][C:8]1[CH:9]=[CH:10][C:11]([S:14]([C:17]2[CH:18]=[CH:19][C:20]([O:23][CH2:35][C:36]([O:38][CH2:39][CH3:40])=[O:37])=[CH:21][CH:22]=2)(=[O:15])=[O:16])=[CH:12][CH:13]=1.